The task is: Binary Classification. Given a drug SMILES string, predict its activity (active/inactive) in a high-throughput screening assay against a specified biological target.. This data is from Kir2.1 potassium channel HTS with 301,493 compounds. (1) The drug is s1c(nc(c1)c1ccc(F)cc1)C1=C(N(CC1=O)c1cc(OC)c(OC)cc1)N. The result is 0 (inactive). (2) The compound is O(c1c(cccc1)/C=C\C(O)=O)c1ccccc1. The result is 0 (inactive). (3) The molecule is S=c1[nH]cccc1C(=O)NC1CCCCCC1. The result is 0 (inactive). (4) The molecule is O1C(OCc2ccc(cc2)CO)CC(c2c3c(n(c2)C(=O)C)cccc3)C=C1C(=O)NCc1ccccc1. The result is 0 (inactive). (5) The compound is O=c1[nH]c2c(cc1CN(c1ccccc1)C(=O)c1ncccc1)cc(OC)cc2. The result is 0 (inactive).